This data is from Full USPTO retrosynthesis dataset with 1.9M reactions from patents (1976-2016). The task is: Predict the reactants needed to synthesize the given product. (1) Given the product [CH2:52]([N:55]1[C:9](=[O:10])[C:8]2[CH:29]=[N:28][C:27]([NH:25][C:17]3[CH:16]=[C:15]4[C:20]([C:21]5([CH2:24][CH2:23]5)[CH2:22][N:13]([CH3:12])[CH2:14]4)=[CH:19][CH:18]=3)=[N:26][C:7]=2[C:1]([C:45]2[CH:46]=[CH:47][CH:48]=[CH:50][CH:51]=2)=[N:56]1)[CH:53]=[CH2:54], predict the reactants needed to synthesize it. The reactants are: [C:1]1([CH2:7][CH2:8][C:9](Cl)=[O:10])C=CC=CC=1.[CH3:12][N:13]1[CH2:22][C:21]2([CH2:24][CH2:23]2)[C:20]2[C:15](=[CH:16][C:17]([NH2:25])=[CH:18][CH:19]=2)[CH2:14]1.[NH:26]=[C:27]1C2C(=NC=NC=2)N[C:29](=O)[NH:28]1.CN1CCN([C:45]2[CH:51]=[CH:50][C:48](N)=[CH:47][CH:46]=2)CC1.[CH2:52]([NH:55][NH2:56])[CH:53]=[CH2:54].CNN.N. (2) The reactants are: [F:1][C:2]1([F:22])[CH2:6][CH2:5][N:4]([C:7]2[C:20]([F:21])=[CH:19][CH:18]=[CH:17][C:8]=2[CH:9]=[N:10][CH2:11][CH2:12][C:13]([CH3:16])([CH3:15])[CH3:14])[CH2:3]1.[SH:23][C@@H:24]([CH2:28][C:29]([OH:31])=[O:30])[C:25](O)=[O:26]. Given the product [F:21][C:20]1[C:7]([N:4]2[CH2:5][CH2:6][C:2]([F:1])([F:22])[CH2:3]2)=[C:8]([CH:9]2[N:10]([CH2:11][CH2:12][C:13]([CH3:16])([CH3:15])[CH3:14])[C:25](=[O:26])[C@H:24]([CH2:28][C:29]([OH:31])=[O:30])[S:23]2)[CH:17]=[CH:18][CH:19]=1, predict the reactants needed to synthesize it.